From a dataset of NCI-60 drug combinations with 297,098 pairs across 59 cell lines. Regression. Given two drug SMILES strings and cell line genomic features, predict the synergy score measuring deviation from expected non-interaction effect. (1) Synergy scores: CSS=0.471, Synergy_ZIP=-2.89, Synergy_Bliss=-0.830, Synergy_Loewe=-4.67, Synergy_HSA=-2.36. Drug 1: C1CCC(CC1)NC(=O)N(CCCl)N=O. Cell line: TK-10. Drug 2: CN(C)N=NC1=C(NC=N1)C(=O)N. (2) Drug 1: CCCCC(=O)OCC(=O)C1(CC(C2=C(C1)C(=C3C(=C2O)C(=O)C4=C(C3=O)C=CC=C4OC)O)OC5CC(C(C(O5)C)O)NC(=O)C(F)(F)F)O. Drug 2: C1=NC2=C(N=C(N=C2N1C3C(C(C(O3)CO)O)F)Cl)N. Cell line: KM12. Synergy scores: CSS=59.3, Synergy_ZIP=6.29, Synergy_Bliss=5.36, Synergy_Loewe=1.24, Synergy_HSA=5.04. (3) Drug 1: CC1OCC2C(O1)C(C(C(O2)OC3C4COC(=O)C4C(C5=CC6=C(C=C35)OCO6)C7=CC(=C(C(=C7)OC)O)OC)O)O. Drug 2: CCC1(CC2CC(C3=C(CCN(C2)C1)C4=CC=CC=C4N3)(C5=C(C=C6C(=C5)C78CCN9C7C(C=CC9)(C(C(C8N6C=O)(C(=O)OC)O)OC(=O)C)CC)OC)C(=O)OC)O.OS(=O)(=O)O. Cell line: CAKI-1. Synergy scores: CSS=41.6, Synergy_ZIP=-3.81, Synergy_Bliss=-0.373, Synergy_Loewe=1.95, Synergy_HSA=1.82. (4) Drug 1: CN(CCCl)CCCl.Cl. Drug 2: C(CCl)NC(=O)N(CCCl)N=O. Cell line: SF-268. Synergy scores: CSS=13.3, Synergy_ZIP=-3.75, Synergy_Bliss=1.81, Synergy_Loewe=1.50, Synergy_HSA=2.33. (5) Drug 1: CS(=O)(=O)C1=CC(=C(C=C1)C(=O)NC2=CC(=C(C=C2)Cl)C3=CC=CC=N3)Cl. Drug 2: CS(=O)(=O)OCCCCOS(=O)(=O)C. Cell line: LOX IMVI. Synergy scores: CSS=5.10, Synergy_ZIP=-7.23, Synergy_Bliss=-13.3, Synergy_Loewe=-11.4, Synergy_HSA=-11.0. (6) Drug 1: C1=C(C(=O)NC(=O)N1)F. Drug 2: CC1C(C(=O)NC(C(=O)N2CCCC2C(=O)N(CC(=O)N(C(C(=O)O1)C(C)C)C)C)C(C)C)NC(=O)C3=C4C(=C(C=C3)C)OC5=C(C(=O)C(=C(C5=N4)C(=O)NC6C(OC(=O)C(N(C(=O)CN(C(=O)C7CCCN7C(=O)C(NC6=O)C(C)C)C)C)C(C)C)C)N)C. Cell line: SF-268. Synergy scores: CSS=37.6, Synergy_ZIP=13.6, Synergy_Bliss=13.1, Synergy_Loewe=13.3, Synergy_HSA=13.4.